From a dataset of Experimentally validated miRNA-target interactions with 360,000+ pairs, plus equal number of negative samples. Binary Classification. Given a miRNA mature sequence and a target amino acid sequence, predict their likelihood of interaction. (1) The miRNA is hsa-miR-218-5p with sequence UUGUGCUUGAUCUAACCAUGU. The protein sequence of the target gene is MYQVPLPLDRDGTLVRLRFTMVALVTVCCPLVAFLFCILWSLLFHFKETTATHCGVPNYLPSVSSAIGGEVPQRYVWRFCIGLHSAPRFLVAFAYWNHYLSCTSPCSCYRPLCRLNFGLNVVENLALLVLTYVSSSEDFTIHENAFIVFIASSLGHMLLTCILWRLTKKHTVSQEDRKSYSWKQRLFIINFISFFSALAVYFRHNMYCEAGVYTIFAILEYTVVLTNMAFHMTAWWDFGNKELLITSQPEEKRF. Result: 1 (interaction). (2) The miRNA is hsa-miR-4783-5p with sequence GGCGCGCCCAGCUCCCGGGCU. The protein sequence of the target gene is MADGNEDARAEDLPGPAFENYEAMELACPAERSGHVAVSDGRHMFVWGGYKSNQVRGLYDFYLPREELWIYNMETGRWKKINTEGDVPPSMSGSCAVCVDRVLYLFGGHHSRGNTNKFYMLDSRSADRGLQWERIDCQGIPPSSKDKLGVWVYKNKLIFFGGYGYLPEDKVLGTFEFDETSFWNSSHPRGWNDHVHILDTETFAWSQPITTGKAPSPRAAHACATVGNKGFVFGGRYRDARMNDLHYLNLDTWEWNELIPQGVCPVGRSWHSLTPVSSDHLFLFGGFTTEKQPLSDAWTY.... Result: 0 (no interaction). (3) The protein sequence of the target gene is MLKTYRGKVVVSLAGATVTCLGFLLFLSQHQRIQADGMQNESEVGLRSLQSLGDSETDDGAQPEQNAKKGFSAYFSKLTRSRREADKPSEAPGAATDAPPAEDISADDIFIAVKTTKKFHRSRLDLLLDTWISRNMRQTYIFTDGEDEELKKKIGSHAINTNCSAAHSRQALSCKMAVEYDKFIESGKKWFCHVDDDNYVNTKTLVKLLSNYPHTQDMYIGKPSLDRPIEATERLGDNKMRPVNFWFATGGAGFCISRGLALKMSPWASGGHFMNTAEKIRLPDDCTIGYIIESVLGVSL.... Result: 0 (no interaction). The miRNA is hsa-miR-4303 with sequence UUCUGAGCUGAGGACAG. (4) The miRNA is hsa-miR-18b-5p with sequence UAAGGUGCAUCUAGUGCAGUUAG. The protein sequence of the target gene is MSMLKPSGLKAPTKILKPGSTALKTPAAAAAPVEKTIPSEKASGPPSSETQEEFVDDFRVGERVWVNGNKPGFIQFLGETQFAPGQWAGIVLDEPIGKNDGSVAGVRYFQCEPLKGIFTRPSKLTRKVQAEDEANGLQAAPGRTASPLSTAAATMVSSSPATPSNIPHKPSQSTAKEPSATPQISNLTKTASESISNLSEAGSVKKGERELKVGDRVLVGGTKAGVVRFLGETDFAKGEWCGVELDEPLGKNDGAVAGTRYFQCQPKYGLFAPVHKVTKIGFPSTTPAKAKAAAVRRVMA.... Result: 0 (no interaction). (5) The miRNA is hsa-miR-500b-3p with sequence GCACCCAGGCAAGGAUUCUG. The protein sequence of the target gene is MEISSHQSHLLQQLNEQRRQDVFCDCSILVEGKVFKAHRNVLFASSGYFKMLLSQNSKETSQPTTATFQAFSPDTFTVILDFVYSGKLSLTGQNVIEVMSAASFLQMTDVISVCKTFIKSSLDISEKEKDRYFSLSDKDANSNGVERSSFYSGGWQEGSSSPRSHLSPEQGTGIISGKSWNKYNYHPASQKNTQQPLAKHEPRKESIKKTKHLRLSQPSEVTHYKSSKREVRTSDSSSHVSQSEEQAQIDAEMDSTPVGYQYGQGSDVTSKSFPDDLPRMRFKCPYCTHVVKRKADLKRH.... Result: 1 (interaction). (6) The miRNA is rno-miR-322-5p with sequence CAGCAGCAAUUCAUGUUUUGGA. The protein sequence of the target gene is MFGFLLLLSLPFILYLVTPKIRKMLSSGVCTSNVQLPGKVAIVTGANTGIGKETAKDLAQRGARVYLACRDVDKGELAAREIQAVTGNSQVFVRKLDLADTKSIRAFAKDFLAEEKHLHLLINNAGVMMCPYSKTADGFEMHIGVNHLGHFLLTHLLLEKLKESAPSRIVNLSSLGHHLGRIHFHNLQGEKFYSAGLAYCHSKLANILFTKELAKRLKGSGVTTYSVHPGTVHSELTRYSSIMRWLWQLFFVFIKTPQEGAQTSLYCALTEGLESLSGSHFSDCQLAWVSYQGRNEIIAR.... Result: 0 (no interaction).